From a dataset of Forward reaction prediction with 1.9M reactions from USPTO patents (1976-2016). Predict the product of the given reaction. (1) Given the reactants C1(C2[C:13]3=[CH:14][NH:15][C:16]4[CH:17]=[CH:18][CH:19]=[C:11]([C:12]=43)[C:10](=[O:20])[NH:9][N:8]=2)C=CC=CC=1.N1C2C=CC=C(C(OC)=O)C=2C=C1.[F:34][C:35]([F:43])([C:39]([F:42])([F:41])[F:40])[C:36](Cl)=O.[Cl-].[Al+3].[Cl-].[Cl-].O.NN, predict the reaction product. The product is: [F:34][C:35]([F:43])([C:36]1[C:13]2=[CH:14][NH:15][C:16]3[CH:17]=[CH:18][CH:19]=[C:11]([C:12]=32)[C:10](=[O:20])[NH:9][N:8]=1)[C:39]([F:42])([F:41])[F:40]. (2) Given the reactants C[Mg]Br.C(OC(=O)[CH2:8][CH2:9][CH2:10][N:11]1[CH2:16][CH2:15][C:14]2[C:17]([C:28]([F:31])([F:30])[F:29])=[N:18][N:19]([C:20]3[CH:25]=[CH:24][C:23]([O:26][CH3:27])=[CH:22][CH:21]=3)[C:13]=2[C:12]1=[O:32])C, predict the reaction product. The product is: [OH:26][C:23]([CH3:24])([CH3:22])[CH2:8][CH2:9][CH2:10][N:11]1[CH2:16][CH2:15][C:14]2[C:17]([C:28]([F:31])([F:29])[F:30])=[N:18][N:19]([C:20]3[CH:21]=[CH:22][C:23]([O:26][CH3:27])=[CH:24][CH:25]=3)[C:13]=2[C:12]1=[O:32]. (3) Given the reactants C(N(CC)CC)C.[CH3:8][C:9]1([CH3:16])[C:13]([CH3:15])([CH3:14])[O:12][BH:11][O:10]1.O1CCOCC1.[C:23]([O:27][C:28]([NH:30][C@@H:31]([CH2:36][C:37]1[CH:42]=[CH:41][C:40](I)=[CH:39][CH:38]=1)[C:32]([O:34][CH3:35])=[O:33])=[O:29])([CH3:26])([CH3:25])[CH3:24], predict the reaction product. The product is: [C:23]([O:27][C:28]([NH:30][C@@H:31]([CH2:36][C:37]1[CH:38]=[CH:39][C:40]([B:11]2[O:12][C:13]([CH3:15])([CH3:14])[C:9]([CH3:16])([CH3:8])[O:10]2)=[CH:41][CH:42]=1)[C:32]([O:34][CH3:35])=[O:33])=[O:29])([CH3:26])([CH3:24])[CH3:25]. (4) Given the reactants [O:1]1[CH2:6][CH2:5][C:4](=O)[CH2:3][CH2:2]1.[CH3:8][NH:9][CH3:10].[H][H], predict the reaction product. The product is: [CH3:8][N:9]([CH3:10])[CH:4]1[CH2:5][CH2:6][O:1][CH2:2][CH2:3]1.